Predict the reactants needed to synthesize the given product. From a dataset of Full USPTO retrosynthesis dataset with 1.9M reactions from patents (1976-2016). (1) Given the product [C@H:1]1([NH:10][C:11]2[O:12][CH2:13][C:14]3[C:20]([NH:21][S:23]([CH3:22])(=[O:25])=[O:24])=[CH:19][CH:18]=[CH:17][C:15]=3[N:16]=2)[C:9]2[C:4](=[CH:5][CH:6]=[CH:7][CH:8]=2)[CH2:3][CH2:2]1, predict the reactants needed to synthesize it. The reactants are: [C@H:1]1([NH:10][C:11]2[O:12][CH2:13][C:14]3[C:20]([NH2:21])=[CH:19][CH:18]=[CH:17][C:15]=3[N:16]=2)[C:9]2[C:4](=[CH:5][CH:6]=[CH:7][CH:8]=2)[CH2:3][CH2:2]1.[CH3:22][S:23](Cl)(=[O:25])=[O:24]. (2) Given the product [C:10]([C:12]([CH3:18])([CH2:20][S:21][CH3:22])[C:13]([O:15][CH2:16][CH3:17])=[O:14])#[N:11], predict the reactants needed to synthesize it. The reactants are: C([Li])CCC.C(N)(C)C.[C:10]([CH:12]([CH3:18])[C:13]([O:15][CH2:16][CH3:17])=[O:14])#[N:11].Cl[CH2:20][S:21][CH2:22]Cl. (3) Given the product [CH2:33]([C:35]1[CH:36]=[CH:37][C:38]([C:41]2[CH:45]=[C:44]([CH3:46])[S:43][C:42]=2[CH2:47][O:48][C:49]2[CH:54]=[CH:53][C:52]([CH2:55][CH2:56][C:57]([OH:59])=[O:58])=[C:51]([F:62])[C:50]=2[F:63])=[CH:39][CH:40]=1)[CH3:34], predict the reactants needed to synthesize it. The reactants are: C(C1C=CC(C2C=C(C)SC=2CO)=CC=1)C.OC1C=CC(CCC(OCC)=O)=C(F)C=1F.[CH2:33]([C:35]1[CH:40]=[CH:39][C:38]([C:41]2[CH:45]=[C:44]([CH3:46])[S:43][C:42]=2[CH2:47][O:48][C:49]2[CH:54]=[CH:53][C:52]([CH2:55][CH2:56][C:57]([O:59]CC)=[O:58])=[C:51]([F:62])[C:50]=2[F:63])=[CH:37][CH:36]=1)[CH3:34]. (4) Given the product [F:1][C:2]1[CH:3]=[CH:4][C:5]([O:37][CH3:38])=[C:6]([C:8]2[CH:13]=[CH:12][N:11]=[C:10]3[N:14]([S:28]([C:31]4[CH:32]=[CH:33][CH:34]=[CH:35][CH:36]=4)(=[O:30])=[O:29])[C:15]([C:17]4[CH2:22][N:21]([S:49]([CH3:48])(=[O:51])=[O:50])[CH2:20][CH2:19][C:18]=4[C:23]([O:25][CH2:26][CH3:27])=[O:24])=[CH:16][C:9]=23)[CH:7]=1, predict the reactants needed to synthesize it. The reactants are: [F:1][C:2]1[CH:3]=[CH:4][C:5]([O:37][CH3:38])=[C:6]([C:8]2[CH:13]=[CH:12][N:11]=[C:10]3[N:14]([S:28]([C:31]4[CH:36]=[CH:35][CH:34]=[CH:33][CH:32]=4)(=[O:30])=[O:29])[C:15]([C:17]4[CH2:22][NH:21][CH2:20][CH2:19][C:18]=4[C:23]([O:25][CH2:26][CH3:27])=[O:24])=[CH:16][C:9]=23)[CH:7]=1.C(N(C(C)C)C(C)C)C.[CH3:48][S:49](Cl)(=[O:51])=[O:50].